Task: Predict the product of the given reaction.. Dataset: Forward reaction prediction with 1.9M reactions from USPTO patents (1976-2016) (1) Given the reactants [Cl:1][C:2]1[CH:7]=[C:6]([F:8])[CH:5]=[CH:4][C:3]=1[C:9]1[C:14]([CH3:15])=[CH:13][C:12]([N+:16]([O-])=O)=[CH:11][N:10]=1, predict the reaction product. The product is: [Cl:1][C:2]1[CH:7]=[C:6]([F:8])[CH:5]=[CH:4][C:3]=1[C:9]1[N:10]=[CH:11][C:12]([NH2:16])=[CH:13][C:14]=1[CH3:15]. (2) Given the reactants [C:1]([O:8][CH2:9][CH3:10])(=[O:7])[C:2]([O:4]CC)=O.[C:11]([CH2:13][C:14]([O:16][CH2:17][CH3:18])=[O:15])#[N:12], predict the reaction product. The product is: [C:11]([C:13](=[C:2]([OH:4])[C:1]([O:8][CH2:9][CH3:10])=[O:7])[C:14]([O:16][CH2:17][CH3:18])=[O:15])#[N:12]. (3) Given the reactants [CH3:1][NH:2][NH2:3].[F:4][C:5]1[CH:10]=[C:9]([F:11])[CH:8]=[CH:7][C:6]=1[C:12](=[O:15])[CH:13]=O.O.CC(O)=O, predict the reaction product. The product is: [CH3:1][NH:2][N:3]=[CH:13][C:12]([C:6]1[CH:7]=[CH:8][C:9]([F:11])=[CH:10][C:5]=1[F:4])=[O:15]. (4) Given the reactants [Cl:1][C:2]1[CH:7]=[C:6]([C:8]([F:11])([F:10])[F:9])[CH:5]=[C:4]([Cl:12])[C:3]=1[N:13]1[C:17]([NH:18][CH3:19])=[C:16]([S:20][C:21]([F:24])([F:23])[F:22])[C:15]([C:25]#[N:26])=[N:14]1.P([O-])([O-])([O-])=O.[K+].[K+].[K+].ClC[CH2:37][S:38][CH3:39].[C:40](#N)C, predict the reaction product. The product is: [Cl:1][C:2]1[CH:7]=[C:6]([C:8]([F:11])([F:10])[F:9])[CH:5]=[C:4]([Cl:12])[C:3]=1[N:13]1[C:17]([N:18]([CH3:40])[CH2:19][CH2:37][S:38][CH3:39])=[C:16]([S:20][C:21]([F:24])([F:22])[F:23])[C:15]([C:25]#[N:26])=[N:14]1. (5) Given the reactants [C:1]([C:3]1[C:4]([NH:9][C:10]2[CH:11]=[C:12]([CH:25]=[CH:26][C:27]=2[CH3:28])[C:13]([NH:15][C:16]2[CH:21]=[CH:20][CH:19]=[C:18]([CH:22]([CH3:24])[CH3:23])[CH:17]=2)=[O:14])=[N:5][CH:6]=[CH:7][CH:8]=1)#[N:2].[N-:29]=[N+:30]=[N-:31].[Na+].[Cl-].[NH4+], predict the reaction product. The product is: [NH:29]1[C:1]([C:3]2[C:4]([NH:9][C:10]3[CH:11]=[C:12]([CH:25]=[CH:26][C:27]=3[CH3:28])[C:13]([NH:15][C:16]3[CH:21]=[CH:20][CH:19]=[C:18]([CH:22]([CH3:24])[CH3:23])[CH:17]=3)=[O:14])=[N:5][CH:6]=[CH:7][CH:8]=2)=[N:2][N:31]=[N:30]1. (6) The product is: [CH2:47]([NH:50][CH2:6][C:7]1[CH:11]=[C:10]([C:12]2[C:13]([C:42]([NH:43][CH2:44][CH3:45])=[O:46])=[N:14][O:15][C:16]=2[C:17]2[CH:22]=[C:21]([CH:23]([CH3:25])[CH3:24])[C:20]([O:26][CH2:27][C:28]3[CH:33]=[CH:32][CH:31]=[CH:30][CH:29]=3)=[CH:19][C:18]=2[O:34][CH2:35][C:36]2[CH:37]=[CH:38][CH:39]=[CH:40][CH:41]=2)[O:9][N:8]=1)[CH:48]=[CH2:49]. Given the reactants CS(O[CH2:6][C:7]1[CH:11]=[C:10]([C:12]2[C:13]([C:42](=[O:46])[NH:43][CH2:44][CH3:45])=[N:14][O:15][C:16]=2[C:17]2[CH:22]=[C:21]([CH:23]([CH3:25])[CH3:24])[C:20]([O:26][CH2:27][C:28]3[CH:33]=[CH:32][CH:31]=[CH:30][CH:29]=3)=[CH:19][C:18]=2[O:34][CH2:35][C:36]2[CH:41]=[CH:40][CH:39]=[CH:38][CH:37]=2)[O:9][N:8]=1)(=O)=O.[CH2:47]([NH2:50])[CH:48]=[CH2:49], predict the reaction product. (7) Given the reactants Cl[C:2]1[N:10]=[CH:9][N:8]=[C:7]2[C:3]=1[N:4]=[C:5]([C:13]1[CH:14]=[N:15][C:16]([CH3:19])=[N:17][CH:18]=1)[N:6]2[CH2:11][CH3:12].[NH2:20][C@H:21]1[CH2:25][CH2:24][N:23]([C:26]([O:28][C:29]([CH3:32])([CH3:31])[CH3:30])=[O:27])[CH2:22]1.CCN(C(C)C)C(C)C, predict the reaction product. The product is: [CH2:11]([N:6]1[C:5]([C:13]2[CH:14]=[N:15][C:16]([CH3:19])=[N:17][CH:18]=2)=[N:4][C:3]2[C:7]1=[N:8][CH:9]=[N:10][C:2]=2[NH:20][C@H:21]1[CH2:25][CH2:24][N:23]([C:26]([O:28][C:29]([CH3:32])([CH3:31])[CH3:30])=[O:27])[CH2:22]1)[CH3:12]. (8) Given the reactants [N+:1]([C:4]1[CH:11]=[C:8]([CH:9]=O)[C:7]([OH:12])=[CH:6][CH:5]=1)([O-:3])=[O:2].[F:13][C:14]([F:23])([F:22])/[CH:15]=[CH:16]/[C:17]([O:19][CH2:20][CH3:21])=[O:18].C([O-])([O-])=O.[K+].[K+], predict the reaction product. The product is: [N+:1]([C:4]1[CH:5]=[CH:6][C:7]2[O:12][CH:15]([C:14]([F:13])([F:23])[F:22])[C:16]([C:17]([O:19][CH2:20][CH3:21])=[O:18])=[CH:9][C:8]=2[CH:11]=1)([O-:3])=[O:2]. (9) Given the reactants [NH2:1][C@H:2]([C:7]([OH:9])=[O:8])[C:3]([CH3:6])([CH3:5])[CH3:4].[OH-].[Na+].[CH3:12][C:13]([O:16][C:17](O[C:17]([O:16][C:13]([CH3:15])([CH3:14])[CH3:12])=[O:18])=[O:18])([CH3:15])[CH3:14], predict the reaction product. The product is: [C:13]([O:16][C:17]([NH:1][C@H:2]([C:7]([OH:9])=[O:8])[C:3]([CH3:6])([CH3:5])[CH3:4])=[O:18])([CH3:15])([CH3:14])[CH3:12]. (10) Given the reactants [Br:1][C:2]1[N:7]=[CH:6][C:5]([OH:8])=[CH:4][CH:3]=1.Br[CH:10]1[CH2:13][CH2:12][CH2:11]1.C(=O)([O-])[O-].[K+].[K+], predict the reaction product. The product is: [Br:1][C:2]1[CH:3]=[CH:4][C:5]([O:8][CH:10]2[CH2:13][CH2:12][CH2:11]2)=[CH:6][N:7]=1.